Dataset: Catalyst prediction with 721,799 reactions and 888 catalyst types from USPTO. Task: Predict which catalyst facilitates the given reaction. (1) Reactant: Br[C:2]1[CH:3]=[CH:4][C:5]([N:10]2[CH:14]=[C:13]([CH3:15])[N:12]=[CH:11]2)=[C:6]([CH:9]=1)[C:7]#[N:8].[CH3:16][O:17][C:18]1[C:19]2[N:20]([N:24]=[C:25]([NH2:27])[N:26]=2)[CH:21]=[CH:22][CH:23]=1.C1([O-])C=CC=CC=1.[Na+]. Product: [CH3:16][O:17][C:18]1[C:19]2[N:20]([N:24]=[C:25]([NH:27][C:2]3[CH:3]=[CH:4][C:5]([N:10]4[CH:14]=[C:13]([CH3:15])[N:12]=[CH:11]4)=[C:6]([CH:9]=3)[C:7]#[N:8])[N:26]=2)[CH:21]=[CH:22][CH:23]=1. The catalyst class is: 38. (2) Reactant: Cl[C:2]1[C:7]([C:8]([F:11])([F:10])[F:9])=[CH:6][CH:5]=[CH:4][N:3]=1.[CH3:12][C@@H:13]1[CH2:18][NH:17][CH2:16][CH2:15][NH:14]1.C([O-])([O-])=O.[K+].[K+]. Product: [CH3:12][CH:13]1[NH:14][CH2:15][CH2:16][N:17]([C:2]2[C:7]([C:8]([F:11])([F:10])[F:9])=[CH:6][CH:5]=[CH:4][N:3]=2)[CH2:18]1. The catalyst class is: 287. (3) Reactant: C1C=CC(P(C2C=CC=CC=2)C2C=CC=CC=2)=CC=1.Br[C:21]1[CH:26]=[CH:25][C:24]([CH:27]2[S:33][CH2:32][CH:31]([CH3:34])[NH:30][C:29]3[N:35]([CH2:44][CH3:45])[N:36]=[C:37]([C:38]4[CH:43]=[CH:42][CH:41]=[CH:40][N:39]=4)[C:28]2=3)=[C:23]([CH3:46])[CH:22]=1.[CH3:47][C:48]([OH:52])([C:50]#[CH:51])[CH3:49]. Product: [CH2:44]([N:35]1[C:29]2[NH:30][CH:31]([CH3:34])[CH2:32][S:33][CH:27]([C:24]3[CH:25]=[CH:26][C:21]([C:51]#[C:50][C:48]([CH3:49])([OH:52])[CH3:47])=[CH:22][C:23]=3[CH3:46])[C:28]=2[C:37]([C:38]2[CH:43]=[CH:42][CH:41]=[CH:40][N:39]=2)=[N:36]1)[CH3:45]. The catalyst class is: 654. (4) Reactant: [CH3:1][O:2][C:3](=[O:15])[C:4]1[CH:9]=[C:8]([C:10]([F:13])([F:12])[F:11])[CH:7]=[C:6]([NH2:14])[CH:5]=1.[C:16](O[C:16]([O:18][C:19]([CH3:22])([CH3:21])[CH3:20])=[O:17])([O:18][C:19]([CH3:22])([CH3:21])[CH3:20])=[O:17]. Product: [CH3:1][O:2][C:3](=[O:15])[C:4]1[CH:9]=[C:8]([C:10]([F:13])([F:12])[F:11])[CH:7]=[C:6]([NH:14][C:16]([O:18][C:19]([CH3:22])([CH3:21])[CH3:20])=[O:17])[CH:5]=1. The catalyst class is: 64. (5) Reactant: [N:1]1[CH:6]=[CH:5][CH:4]=[C:3]([CH:7]2[NH:16][CH2:15][C:14]3[C:9](=[C:10]([C:17]([O:19][CH3:20])=[O:18])[CH:11]=[CH:12][CH:13]=3)[NH:8]2)[CH:2]=1.C(C1C(=O)C(Cl)=C(Cl)C(=O)C=1C#N)#N. Product: [N:1]1[CH:6]=[CH:5][CH:4]=[C:3]([C:7]2[N:16]=[CH:15][C:14]3[C:9](=[C:10]([C:17]([O:19][CH3:20])=[O:18])[CH:11]=[CH:12][CH:13]=3)[N:8]=2)[CH:2]=1. The catalyst class is: 2. (6) Reactant: [C:1]([C:5]1[CH:10]=[CH:9][CH:8]=[CH:7][C:6]=1[N:11]1[CH2:16][CH2:15][N:14]([C:17]([C:19]2([C:22]([O:24]C)=[O:23])[CH2:21][CH2:20]2)=[O:18])[CH2:13][CH2:12]1)([CH3:4])([CH3:3])[CH3:2].[OH-].[Li+].Cl. Product: [C:1]([C:5]1[CH:10]=[CH:9][CH:8]=[CH:7][C:6]=1[N:11]1[CH2:12][CH2:13][N:14]([C:17]([C:19]2([C:22]([OH:24])=[O:23])[CH2:21][CH2:20]2)=[O:18])[CH2:15][CH2:16]1)([CH3:4])([CH3:2])[CH3:3]. The catalyst class is: 1. (7) Product: [Br:14][C:7]1[CH:8]=[C:9]([CH:12]=[CH:13][C:6]=1[OH:5])[CH:10]=[O:11]. Reactant: C(Cl)(Cl)Cl.[OH:5][C:6]1[CH:13]=[CH:12][C:9]([CH:10]=[O:11])=[CH:8][CH:7]=1.[Br:14]Br. The catalyst class is: 6. (8) Reactant: [CH2:1]([N:3]([CH2:7][CH2:8][N:9]1[C:13](=[O:14])[C:12]2=[CH:15][CH:16]=[CH:17][CH:18]=[C:11]2[C:10]1=[O:19])[CH2:4][CH2:5][OH:6])[CH3:2].[F:20][C:21]1[C:26](O)=[CH:25][CH:24]=[CH:23][N:22]=1.C1[C@@H](COC2C=CC=NC=2[18F])NC1.C(OCC[N+](C)(C)C)(=O)C.C1(P(C2C=CC=CC=2)C2C=CC=CC=2)C=CC=CC=1.N(C(OC(C)C)=O)=NC(OC(C)C)=O. The catalyst class is: 7. Product: [CH2:1]([N:3]([CH2:7][CH2:8][N:9]1[C:13](=[O:14])[C:12]2=[CH:15][CH:16]=[CH:17][CH:18]=[C:11]2[C:10]1=[O:19])[CH2:4][CH2:5][O:6][C:26]1[C:21]([F:20])=[N:22][CH:23]=[CH:24][CH:25]=1)[CH3:2]. (9) Reactant: [OH-].[K+].[CH3:3][C:4]1[C:13]2[C:8](=[C:9]([C:19](=[O:21])[CH3:20])[C:10]([O:14][CH2:15][CH:16]=[CH:17]C)=[CH:11][CH:12]=2)[O:7][C:6](=[O:22])[CH:5]=1.[CH3:23][O:24][C:25]1[CH:26]=[C:27]([CH:30]=[C:31]([O:35][CH3:36])[C:32]=1[O:33][CH3:34])[CH:28]=O.[CH2:37](O)C. Product: [CH3:3][C:4]1[C:13]2[C:8](=[C:9]([C:19](=[O:21])[CH:20]=[CH:28][C:27]3[CH:26]=[C:25]([O:24][CH3:23])[C:32]([O:33][CH3:34])=[C:31]([O:35][CH3:36])[CH:30]=3)[C:10]([O:14][CH2:15][C:16]([CH3:17])=[CH2:37])=[CH:11][CH:12]=2)[O:7][C:6](=[O:22])[CH:5]=1. The catalyst class is: 6. (10) Reactant: [CH3:1][C:2]1[C:10]2[CH2:9][O:8][C:7](=[O:11])[C:6]=2[C:5]([CH3:12])=[CH:4][C:3]=1[CH:13]=[CH2:14].C1C=C(Cl)C=C(C(OO)=[O:23])C=1. Product: [CH3:1][C:2]1[C:10]2[CH2:9][O:8][C:7](=[O:11])[C:6]=2[C:5]([CH3:12])=[CH:4][C:3]=1[CH:13]1[CH2:14][O:23]1. The catalyst class is: 2.